This data is from CYP2C19 inhibition data for predicting drug metabolism from PubChem BioAssay. The task is: Regression/Classification. Given a drug SMILES string, predict its absorption, distribution, metabolism, or excretion properties. Task type varies by dataset: regression for continuous measurements (e.g., permeability, clearance, half-life) or binary classification for categorical outcomes (e.g., BBB penetration, CYP inhibition). Dataset: cyp2c19_veith. (1) The molecule is CCNC(C)(C)[C@@H](SS)c1ccc(Br)cc1. The result is 0 (non-inhibitor). (2) The drug is O=C(Oc1ccccc1)N1CCC2(CCCN(Cc3ccccc3)C2)CC1. The result is 0 (non-inhibitor). (3) The compound is O=C(NCc1ccccc1)C(c1ccc(F)cc1)N(Cc1ccco1)C(=O)c1ccccn1. The result is 1 (inhibitor). (4) The result is 1 (inhibitor). The molecule is CCOc1ccc2[nH]c(=O)c(CN(CCc3ccccc3)C(=O)N3CCCC3)cc2c1. (5) The compound is CCN(CC)CCOC(=O)[C@@H](Cc1cccc2ccccc12)C[C@@H]1CCCO1. The result is 0 (non-inhibitor).